From a dataset of Forward reaction prediction with 1.9M reactions from USPTO patents (1976-2016). Predict the product of the given reaction. (1) Given the reactants [CH2:1]([C:5]1[CH:10]=[CH:9][C:8]([C:11]#[C:12][C:13]2[CH:20]=[CH:19][C:16]([CH:17]=O)=[CH:15][N:14]=2)=[CH:7][CH:6]=1)[CH2:2][CH2:3][CH3:4].[NH2:21][C:22]1[CH:23]=[CH:24][C:25]2[O:30][C:29]([CH3:32])([CH3:31])[O:28][C:27](=[O:33])[C:26]=2[CH:34]=1, predict the reaction product. The product is: [CH2:1]([C:5]1[CH:10]=[CH:9][C:8]([C:11]#[C:12][C:13]2[N:14]=[CH:15][C:16]([CH2:17][NH:21][C:22]3[CH:23]=[CH:24][C:25]4[O:30][C:29]([CH3:31])([CH3:32])[O:28][C:27](=[O:33])[C:26]=4[CH:34]=3)=[CH:19][CH:20]=2)=[CH:7][CH:6]=1)[CH2:2][CH2:3][CH3:4]. (2) Given the reactants [CH:1]([O:4][C:5]([C@@H:7]1[CH2:12][CH2:11][CH2:10][C@H:9]([C:13](O)=[O:14])[CH2:8]1)=[O:6])([CH3:3])[CH3:2].C(N(CC)CC)C.ClC(OCC)=O, predict the reaction product. The product is: [OH:14][CH2:13][C@H:9]1[CH2:10][CH2:11][CH2:12][C@@H:7]([C:5]([O:4][CH:1]([CH3:3])[CH3:2])=[O:6])[CH2:8]1. (3) Given the reactants [Cl:1][C:2]1[CH:7]=[C:6]([Cl:8])[CH:5]=[CH:4][C:3]=1B(O)O.O1CCOCC1.[Cl:18][C:19]1[C:31](I)=[CH:30][C:22]2[NH:23][C:24]([C:26]([F:29])([F:28])[F:27])=[N:25][C:21]=2[CH:20]=1.C(=O)([O-])[O-].[Na+].[Na+], predict the reaction product. The product is: [Cl:18][C:19]1[C:31]([C:3]2[CH:4]=[CH:5][C:6]([Cl:8])=[CH:7][C:2]=2[Cl:1])=[CH:30][C:22]2[NH:23][C:24]([C:26]([F:28])([F:29])[F:27])=[N:25][C:21]=2[CH:20]=1. (4) Given the reactants [CH2:1]([S:7][S:8][CH2:9][C:10]1[O:14][CH:13]=[CH:12][CH:11]=1)[C:2]1[O:6][CH:5]=[CH:4][CH:3]=1.C1C=C(Cl)C=C(C(OO)=[O:23])C=1, predict the reaction product. The product is: [O:14]1[CH:13]=[CH:12][CH:11]=[C:10]1[CH2:9][S:8](=[O:23])[S:7][CH2:1][C:2]1[O:6][CH:5]=[CH:4][CH:3]=1. (5) Given the reactants Br[CH2:2][CH2:3][CH2:4][CH2:5][O:6][C:7]1[CH:8]=[CH:9][C:10]2[C:14]([C:15]3[CH:20]=[CH:19][C:18]([Br:21])=[CH:17][CH:16]=3)=[CH:13][S:12][C:11]=2[CH:22]=1.[CH3:23][O:24][CH2:25][CH2:26][NH:27][CH2:28][CH2:29][O:30][CH3:31], predict the reaction product. The product is: [Br:21][C:18]1[CH:19]=[CH:20][C:15]([C:14]2[C:10]3[CH:9]=[CH:8][C:7]([O:6][CH2:5][CH2:4][CH2:3][CH2:2][N:27]([CH2:28][CH2:29][O:30][CH3:31])[CH2:26][CH2:25][O:24][CH3:23])=[CH:22][C:11]=3[S:12][CH:13]=2)=[CH:16][CH:17]=1. (6) Given the reactants [N:1]([C:10]([O:12][C:13]([CH3:16])([CH3:15])[CH3:14])=[O:11])=[N:2][C:3]([O:5][C:6]([CH3:9])([CH3:8])[CH3:7])=[O:4].[CH:17]1([Mg]Br)[CH2:19][CH2:18]1, predict the reaction product. The product is: [C:13]([O:12][C:10]([N:1]([CH:17]1[CH2:19][CH2:18]1)[NH:2][C:3]([O:5][C:6]([CH3:7])([CH3:8])[CH3:9])=[O:4])=[O:11])([CH3:16])([CH3:15])[CH3:14]. (7) Given the reactants [C:1]([O:5][C:6]([NH:8][CH2:9][C@H:10]1[CH2:15][CH2:14][C@H:13]([C:16]([NH:18][C@H:19]([C:37](=[O:58])[NH:38][C:39]2[CH:44]=[CH:43][C:42]([C:45]3[NH:49][N:48]=[C:47]([C:50]([F:57])([F:56])[C:51]([F:55])([F:54])[CH2:52][OH:53])[N:46]=3)=[CH:41][CH:40]=2)[CH2:20][C:21]2[CH:26]=[CH:25][C:24]([C:27]3[CH:32]=[CH:31][C:30]([C:33]([OH:35])=O)=[CH:29][C:28]=3[CH3:36])=[CH:23][CH:22]=2)=[O:17])[CH2:12][CH2:11]1)=[O:7])([CH3:4])([CH3:3])[CH3:2].[NH2:59][C@H:60]1[CH2:65][CH2:64][C@H:63]([OH:66])[CH2:62][CH2:61]1.C(N(CC)C(C)C)(C)C.F[P-](F)(F)(F)(F)F.CN(C(ON1C2=NC=CC=C2N=N1)=[N+](C)C)C, predict the reaction product. The product is: [OH:66][C@H:63]1[CH2:64][CH2:65][C@H:60]([NH:59][C:33]([C:30]2[CH:31]=[CH:32][C:27]([C:24]3[CH:23]=[CH:22][C:21]([CH2:20][C@H:19]([NH:18][C:16]([C@H:13]4[CH2:12][CH2:11][C@H:10]([CH2:9][NH:8][C:6](=[O:7])[O:5][C:1]([CH3:2])([CH3:3])[CH3:4])[CH2:15][CH2:14]4)=[O:17])[C:37](=[O:58])[NH:38][C:39]4[CH:44]=[CH:43][C:42]([C:45]5[NH:49][N:48]=[C:47]([C:50]([F:57])([F:56])[C:51]([F:54])([F:55])[CH2:52][OH:53])[N:46]=5)=[CH:41][CH:40]=4)=[CH:26][CH:25]=3)=[C:28]([CH3:36])[CH:29]=2)=[O:35])[CH2:61][CH2:62]1.